From a dataset of Peptide-MHC class II binding affinity with 134,281 pairs from IEDB. Regression. Given a peptide amino acid sequence and an MHC pseudo amino acid sequence, predict their binding affinity value. This is MHC class II binding data. (1) The binding affinity (normalized) is 0.402. The peptide sequence is GILHNLSDLYALITE. The MHC is DRB1_1501 with pseudo-sequence DRB1_1501. (2) The peptide sequence is YDKFLANVSTVLTGK. The MHC is HLA-DQA10501-DQB10301 with pseudo-sequence HLA-DQA10501-DQB10301. The binding affinity (normalized) is 0.336. (3) The peptide sequence is LGHRDALEDDLLNRN. The MHC is HLA-DPA10201-DPB10501 with pseudo-sequence HLA-DPA10201-DPB10501. The binding affinity (normalized) is 0. (4) The peptide sequence is REYPTIKQKKPDFIL. The MHC is HLA-DQA10501-DQB10402 with pseudo-sequence HLA-DQA10501-DQB10402. The binding affinity (normalized) is 0.451. (5) The peptide sequence is SGKAFGAMAKKGQED. The MHC is DRB5_0101 with pseudo-sequence DRB5_0101. The binding affinity (normalized) is 0.621.